Predict the product of the given reaction. From a dataset of Forward reaction prediction with 1.9M reactions from USPTO patents (1976-2016). (1) Given the reactants C1C=CC(C2C=CC=CC=2)=CC=1.C1C=CC(OC2C=CC=CC=2)=CC=1.[Br:26][C:27]1[CH:32]=[CH:31][C:30]([NH:33][CH:34]=[C:35]([C:40]([CH:42]2[CH2:44][CH2:43]2)=[O:41])[C:36]([O:38]C)=O)=[CH:29][C:28]=1[F:45], predict the reaction product. The product is: [Br:26][C:27]1[CH:32]=[C:31]2[C:30](=[CH:29][C:28]=1[F:45])[N:33]=[CH:34][C:35]([C:40]([CH:42]1[CH2:44][CH2:43]1)=[O:41])=[C:36]2[OH:38]. (2) Given the reactants [Br:1][C:2]1[CH:7]=[CH:6][C:5]([F:8])=[CH:4][CH:3]=1.[C:9]([C:13]1[CH:18]=[CH:17][C:16]([S:19]([C:21]2[CH:26]=[CH:25][C:24]([C:27]([CH3:30])([CH3:29])[CH3:28])=[CH:23][CH:22]=2)=O)=[CH:15][CH:14]=1)([CH3:12])([CH3:11])[CH3:10].C[Si](Cl)(C)C.Cl, predict the reaction product. The product is: [Br-:1].[C:27]([C:24]1[CH:25]=[CH:26][C:21]([S+:19]([C:16]2[CH:15]=[CH:14][C:13]([C:9]([CH3:12])([CH3:11])[CH3:10])=[CH:18][CH:17]=2)[C:2]2[CH:7]=[CH:6][C:5]([F:8])=[CH:4][CH:3]=2)=[CH:22][CH:23]=1)([CH3:30])([CH3:29])[CH3:28]. (3) Given the reactants [CH2:1]([O:8][C:9]1[CH:10]=[CH:11][C:12]([OH:33])=[C:13]([C:15]2(O)[C:23]3[C:18](=[CH:19][CH:20]=[CH:21][CH:22]=3)[N:17]([CH2:24][C:25]3[S:26][C:27]([Cl:30])=[CH:28][CH:29]=3)[C:16]2=[O:31])[CH:14]=1)[C:2]1[CH:7]=[CH:6][CH:5]=[CH:4][CH:3]=1.FC(F)(F)C(O)=O.C([SiH](CC)CC)C, predict the reaction product. The product is: [CH2:1]([O:8][C:9]1[CH:10]=[CH:11][C:12]([OH:33])=[C:13]([CH:15]2[C:23]3[C:18](=[CH:19][CH:20]=[CH:21][CH:22]=3)[N:17]([CH2:24][C:25]3[S:26][C:27]([Cl:30])=[CH:28][CH:29]=3)[C:16]2=[O:31])[CH:14]=1)[C:2]1[CH:7]=[CH:6][CH:5]=[CH:4][CH:3]=1. (4) Given the reactants [C:1]([O:5][C:6]([N:8]([C:38]([O:40][C:41]([CH3:44])([CH3:43])[CH3:42])=[O:39])[C:9]1[C:14]([C:15]([O:17][CH3:18])=[O:16])=[C:13](OS(C(F)(F)F)(=O)=O)[C:12]([C:27]2[N:28]([CH:32]3[CH2:37][CH2:36][CH2:35][CH2:34][O:33]3)[N:29]=[CH:30][CH:31]=2)=[CH:11][CH:10]=1)=[O:7])([CH3:4])([CH3:3])[CH3:2].[CH:45](B1OC(C)(C)C(C)(C)O1)=[CH2:46].C(=O)([O-])[O-].[Cs+].[Cs+], predict the reaction product. The product is: [C:41]([O:40][C:38]([N:8]([C:6]([O:5][C:1]([CH3:2])([CH3:4])[CH3:3])=[O:7])[C:9]1[C:14]([C:15]([O:17][CH3:18])=[O:16])=[C:13]([CH:45]=[CH2:46])[C:12]([C:27]2[N:28]([CH:32]3[CH2:37][CH2:36][CH2:35][CH2:34][O:33]3)[N:29]=[CH:30][CH:31]=2)=[CH:11][CH:10]=1)=[O:39])([CH3:43])([CH3:44])[CH3:42].